The task is: Predict the product of the given reaction.. This data is from Forward reaction prediction with 1.9M reactions from USPTO patents (1976-2016). (1) Given the reactants N1C(Cl)=NC(Cl)=NC=1[Cl:3].CN(C)C=O.[Cl:15][C:16]1[C:17]([CH3:39])=[C:18]([C:28]2[CH:29]=[CH:30][C:31]([C:34]([N:36]([CH3:38])[CH3:37])=[O:35])=[N:32][CH:33]=2)[C:19]([O:25][CH2:26][CH3:27])=[C:20]([CH:22](O)[CH3:23])[CH:21]=1, predict the reaction product. The product is: [Cl:15][C:16]1[C:17]([CH3:39])=[C:18]([C:28]2[CH:29]=[CH:30][C:31]([C:34]([N:36]([CH3:38])[CH3:37])=[O:35])=[N:32][CH:33]=2)[C:19]([O:25][CH2:26][CH3:27])=[C:20]([CH:22]([Cl:3])[CH3:23])[CH:21]=1. (2) Given the reactants C(O[C:9](=N)[C:10]([Cl:13])([Cl:12])[Cl:11])C1C=CC=CC=1.[C:15]1([NH2:22])[C:16]([NH2:21])=[CH:17][CH:18]=[CH:19][CH:20]=1.O, predict the reaction product. The product is: [Cl:11][C:10]([Cl:13])([Cl:12])[C:9]1[NH:22][C:15]2[CH:20]=[CH:19][CH:18]=[CH:17][C:16]=2[N:21]=1. (3) The product is: [CH3:4][C:2]([S:5]([NH:8][CH:17]1[CH:9]([NH:32][C@@H:30]([C:24]2[CH:29]=[CH:28][CH:27]=[CH:26][CH:25]=2)[CH3:31])[CH2:10][C:11]2([O:15][CH2:14][CH2:13][O:12]2)[CH2:16]1)(=[O:6])=[O:7])([CH3:1])[CH3:3]. Given the reactants [CH3:1][C:2]([S:5]([N:8]1[CH:17]2[CH:9]1[CH2:10][C:11]1([CH2:16]2)[O:15][CH2:14][CH2:13][O:12]1)(=[O:7])=[O:6])([CH3:4])[CH3:3].Cl([O-])(=O)(=O)=O.[Li+].[C:24]1([C@H:30]([NH2:32])[CH3:31])[CH:29]=[CH:28][CH:27]=[CH:26][CH:25]=1.O, predict the reaction product. (4) Given the reactants Br[C:2]1[CH:3]=[C:4]([Cl:10])[C:5]([O:8][CH3:9])=[N:6][CH:7]=1.[CH3:11][C:12]1([CH3:28])[C:16]([CH3:18])([CH3:17])[O:15][B:14]([B:14]2[O:15][C:16]([CH3:18])([CH3:17])[C:12]([CH3:28])([CH3:11])[O:13]2)[O:13]1.C([O-])(=O)C.[K+], predict the reaction product. The product is: [Cl:10][C:4]1[C:5]([O:8][CH3:9])=[N:6][CH:7]=[C:2]([B:14]2[O:15][C:16]([CH3:18])([CH3:17])[C:12]([CH3:28])([CH3:11])[O:13]2)[CH:3]=1. (5) Given the reactants [CH3:1][CH:2]1[NH:6][C:5](=[O:7])[NH:4][C:3]1=[O:8].CC(C)([O-])C.[K+].Cl[CH2:16][O:17][CH2:18][C:19]1[CH:24]=[CH:23][CH:22]=[CH:21][CH:20]=1.O, predict the reaction product. The product is: [CH2:18]([O:17][CH2:16][N:4]1[C:3](=[O:8])[CH:2]([CH3:1])[NH:6][C:5]1=[O:7])[C:19]1[CH:24]=[CH:23][CH:22]=[CH:21][CH:20]=1. (6) Given the reactants [CH2:1]([O:8][C:9]1[CH:10]=[C:11]([CH:15]=[C:16]([O:18][C@@H:19]([CH3:23])[CH2:20][O:21][CH3:22])[CH:17]=1)[C:12]([OH:14])=O)[C:2]1[CH:7]=[CH:6][CH:5]=[CH:4][CH:3]=1.[CH2:24]([O:26][C:27](=[O:36])[CH2:28][S:29][C:30]1[S:34][C:33]([NH2:35])=[N:32][CH:31]=1)[CH3:25], predict the reaction product. The product is: [CH2:24]([O:26][C:27](=[O:36])[CH2:28][S:29][C:30]1[S:34][C:33]([NH:35][C:12](=[O:14])[C:11]2[CH:15]=[C:16]([O:18][C@@H:19]([CH3:23])[CH2:20][O:21][CH3:22])[CH:17]=[C:9]([O:8][CH2:1][C:2]3[CH:3]=[CH:4][CH:5]=[CH:6][CH:7]=3)[CH:10]=2)=[N:32][CH:31]=1)[CH3:25].